This data is from Reaction yield outcomes from USPTO patents with 853,638 reactions. The task is: Predict the reaction yield, written as a fraction of the theoretical maximum amount of product (1.0 means a 100% yield; for example, 0.34 means a 34% yield). (1) The catalyst is [Br-].C([N+](CCCC)(CCCC)CCCC)CCC.ClCCl. The reactants are [NH:1]1[C:5]2[CH:6]=[CH:7][CH:8]=[CH:9][C:4]=2[N:3]=[N:2]1.[OH-].[Na+].[Cl:12][CH2:13][CH2:14][CH2:15][CH2:16]Br. The yield is 0.810. The product is [Cl:12][CH2:13][CH2:14][CH2:15][CH2:16][N:1]1[C:5]2[CH:6]=[CH:7][CH:8]=[CH:9][C:4]=2[N:3]=[N:2]1. (2) The reactants are [OH:1][N:2]1[CH2:7][CH2:6][O:5][CH2:4][CH2:3]1.[CH:8]1([Mg]Cl)[CH2:12][CH2:11][CH2:10][CH2:9]1.[Cl-].[NH4+]. The catalyst is ClCCl.O=[Mn]=O. The product is [CH:8]1([CH:3]2[CH2:4][O:5][CH2:6][CH2:7][N:2]2[OH:1])[CH2:12][CH2:11][CH2:10][CH2:9]1. The yield is 0.290. (3) The reactants are O.O.Cl[Sn]Cl.[N:6]1([C:11]2[C:19]3[C:14](=[N:15][CH:16]=[C:17]([N+:20]([O-])=O)[CH:18]=3)[NH:13][N:12]=2)[CH:10]=[CH:9][N:8]=[CH:7]1.C(=O)(O)[O-].[Na+]. The catalyst is C(OCC)(=O)C. The product is [N:6]1([C:11]2[C:19]3[C:14](=[N:15][CH:16]=[C:17]([NH2:20])[CH:18]=3)[NH:13][N:12]=2)[CH:10]=[CH:9][N:8]=[CH:7]1. The yield is 0.490. (4) The reactants are Cl[C:2]1[N:7]=[C:6]([NH:8][CH:9]2[CH2:13][O:12][CH:11]3[CH:14]([O:17][CH3:18])[CH2:15][O:16][CH:10]23)[C:5]([Cl:19])=[CH:4][N:3]=1.CCN(C(C)C)C(C)C.Cl.[CH3:30][N:31]1[CH:35]=[C:34]([NH2:36])[CH:33]=[N:32]1. The catalyst is CCCCO. The product is [Cl:19][C:5]1[C:6]([NH:8][CH:9]2[CH2:13][O:12][CH:11]3[CH:14]([O:17][CH3:18])[CH2:15][O:16][CH:10]23)=[N:7][C:2]([NH:36][C:34]2[CH:33]=[N:32][N:31]([CH3:30])[CH:35]=2)=[N:3][CH:4]=1. The yield is 0.426. (5) The reactants are C([C@@H]1COC(=O)N1[C:14](=[O:40])[C@H:15]([CH2:32][C:33]1[CH:38]=[CH:37][C:36]([CH3:39])=[CH:35][CH:34]=1)[C@@H:16]([O:27][CH2:28][C:29]([CH3:31])=[CH2:30])[C@@H:17]([O:19][CH2:20][C:21]1[CH:26]=[CH:25][CH:24]=[CH:23][CH:22]=1)[CH3:18])C1C=CC=CC=1.[BH4-].[Li+]. The catalyst is C1COCC1. The product is [CH2:20]([O:19][C@@H:17]([CH3:18])[C@H:16]([O:27][CH2:28][C:29]([CH3:31])=[CH2:30])[C@@H:15]([CH2:32][C:33]1[CH:34]=[CH:35][C:36]([CH3:39])=[CH:37][CH:38]=1)[CH2:14][OH:40])[C:21]1[CH:22]=[CH:23][CH:24]=[CH:25][CH:26]=1. The yield is 0.480. (6) The reactants are [CH2:1]([C:5]1[N:6]=[C:7]([CH3:27])[NH:8][C:9](=[O:26])[C:10]=1[CH2:11][C:12]1[CH:17]=[CH:16][C:15]([C:18]2[C:19]([C:24]#[N:25])=[CH:20][CH:21]=[CH:22][CH:23]=2)=[CH:14][CH:13]=1)[CH2:2][CH2:3][CH3:4].[H-].[Na+].Br[CH2:31][C:32](=[O:37])[C:33]([CH3:36])([CH3:35])[CH3:34].[BH4-].[Na+]. The catalyst is C(OCC)(=O)C.CO.CN(C)C=O. The product is [CH2:1]([C:5]1[N:6]=[C:7]([CH3:27])[N:8]([CH2:31][CH:32]([OH:37])[C:33]([CH3:36])([CH3:35])[CH3:34])[C:9](=[O:26])[C:10]=1[CH2:11][C:12]1[CH:17]=[CH:16][C:15]([C:18]2[C:19]([C:24]#[N:25])=[CH:20][CH:21]=[CH:22][CH:23]=2)=[CH:14][CH:13]=1)[CH2:2][CH2:3][CH3:4]. The yield is 0.160. (7) The reactants are [NH2:1][OH:2].[CH2:3]([N:5]([CH2:22][CH3:23])[C:6]1[N:10]([C:11]2[CH:16]=[CH:15][C:14]([OH:17])=[CH:13][CH:12]=2)[N:9]=[C:8]([CH2:18][CH3:19])[C:7]=1[C:20]#[N:21])[CH3:4]. The catalyst is CS(C)=O. The product is [CH2:22]([N:5]([CH2:3][CH3:4])[C:6]1[N:10]([C:11]2[CH:16]=[CH:15][C:14]([OH:17])=[CH:13][CH:12]=2)[N:9]=[C:8]([CH2:18][CH3:19])[C:7]=1/[C:20](=[N:1]/[OH:2])/[NH2:21])[CH3:23]. The yield is 0.350.